This data is from NCI-60 drug combinations with 297,098 pairs across 59 cell lines. The task is: Regression. Given two drug SMILES strings and cell line genomic features, predict the synergy score measuring deviation from expected non-interaction effect. (1) Cell line: A549. Synergy scores: CSS=-5.96, Synergy_ZIP=0.119, Synergy_Bliss=-3.74, Synergy_Loewe=-22.7, Synergy_HSA=-11.4. Drug 1: COC1=NC(=NC2=C1N=CN2C3C(C(C(O3)CO)O)O)N. Drug 2: CC1=C2C(C(=O)C3(C(CC4C(C3C(C(C2(C)C)(CC1OC(=O)C(C(C5=CC=CC=C5)NC(=O)C6=CC=CC=C6)O)O)OC(=O)C7=CC=CC=C7)(CO4)OC(=O)C)O)C)OC(=O)C. (2) Drug 1: CC(C1=C(C=CC(=C1Cl)F)Cl)OC2=C(N=CC(=C2)C3=CN(N=C3)C4CCNCC4)N. Drug 2: CC1=C(N=C(N=C1N)C(CC(=O)N)NCC(C(=O)N)N)C(=O)NC(C(C2=CN=CN2)OC3C(C(C(C(O3)CO)O)O)OC4C(C(C(C(O4)CO)O)OC(=O)N)O)C(=O)NC(C)C(C(C)C(=O)NC(C(C)O)C(=O)NCCC5=NC(=CS5)C6=NC(=CS6)C(=O)NCCC[S+](C)C)O. Cell line: UO-31. Synergy scores: CSS=10.8, Synergy_ZIP=-3.58, Synergy_Bliss=1.14, Synergy_Loewe=2.99, Synergy_HSA=3.13. (3) Drug 1: CC(CN1CC(=O)NC(=O)C1)N2CC(=O)NC(=O)C2. Drug 2: CN(C)N=NC1=C(NC=N1)C(=O)N. Cell line: M14. Synergy scores: CSS=13.3, Synergy_ZIP=2.60, Synergy_Bliss=8.48, Synergy_Loewe=-0.103, Synergy_HSA=4.55. (4) Drug 1: CC1OCC2C(O1)C(C(C(O2)OC3C4COC(=O)C4C(C5=CC6=C(C=C35)OCO6)C7=CC(=C(C(=C7)OC)O)OC)O)O. Drug 2: B(C(CC(C)C)NC(=O)C(CC1=CC=CC=C1)NC(=O)C2=NC=CN=C2)(O)O. Cell line: SK-MEL-5. Synergy scores: CSS=13.1, Synergy_ZIP=-7.61, Synergy_Bliss=-0.897, Synergy_Loewe=-4.49, Synergy_HSA=-3.98. (5) Drug 1: CC(C1=C(C=CC(=C1Cl)F)Cl)OC2=C(N=CC(=C2)C3=CN(N=C3)C4CCNCC4)N. Drug 2: CCCCCOC(=O)NC1=NC(=O)N(C=C1F)C2C(C(C(O2)C)O)O. Cell line: UACC62. Synergy scores: CSS=3.70, Synergy_ZIP=-1.40, Synergy_Bliss=-2.24, Synergy_Loewe=-34.5, Synergy_HSA=-3.11. (6) Drug 1: CC1C(C(=O)NC(C(=O)N2CCCC2C(=O)N(CC(=O)N(C(C(=O)O1)C(C)C)C)C)C(C)C)NC(=O)C3=C4C(=C(C=C3)C)OC5=C(C(=O)C(=C(C5=N4)C(=O)NC6C(OC(=O)C(N(C(=O)CN(C(=O)C7CCCN7C(=O)C(NC6=O)C(C)C)C)C)C(C)C)C)N)C. Drug 2: C1CN1C2=NC(=NC(=N2)N3CC3)N4CC4. Cell line: U251. Synergy scores: CSS=58.7, Synergy_ZIP=2.32, Synergy_Bliss=2.54, Synergy_Loewe=4.07, Synergy_HSA=6.65. (7) Drug 1: CC1=C2C(C(=O)C3(C(CC4C(C3C(C(C2(C)C)(CC1OC(=O)C(C(C5=CC=CC=C5)NC(=O)OC(C)(C)C)O)O)OC(=O)C6=CC=CC=C6)(CO4)OC(=O)C)OC)C)OC. Drug 2: CC(C)NC(=O)C1=CC=C(C=C1)CNNC.Cl. Cell line: NCI-H522. Synergy scores: CSS=53.7, Synergy_ZIP=12.5, Synergy_Bliss=12.5, Synergy_Loewe=-39.9, Synergy_HSA=11.6.